Dataset: Catalyst prediction with 721,799 reactions and 888 catalyst types from USPTO. Task: Predict which catalyst facilitates the given reaction. (1) Reactant: [OH:1][C:2]1[CH:11]=[C:10]2[C:5]([CH:6]=[CH:7][N:8]=[CH:9]2)=[CH:4][CH:3]=1.[S:12]([O:19]S(C(F)(F)F)(=O)=O)([C:15]([F:18])([F:17])[F:16])(=[O:14])=[O:13]. Product: [F:16][C:15]([F:18])([F:17])[S:12]([OH:19])(=[O:14])=[O:13].[OH:1][C:2]1[CH:11]=[C:10]2[C:5]([CH:6]=[CH:7][N:8]=[CH:9]2)=[CH:4][CH:3]=1. The catalyst class is: 17. (2) Reactant: C(OC(=O)[NH:7][CH:8]([C:10]1[CH:15]=[C:14]([Cl:16])[C:13]([CH3:17])=[C:12]([Br:18])[C:11]=1[O:19][CH3:20])[CH3:9])(C)(C)C.Cl.O1CCOCC1. Product: [Br:18][C:12]1[C:11]([O:19][CH3:20])=[C:10]([CH:8]([NH2:7])[CH3:9])[CH:15]=[C:14]([Cl:16])[C:13]=1[CH3:17]. The catalyst class is: 389. (3) Reactant: Cl[S:2]([N:5]=[C:6]=[O:7])(=[O:4])=[O:3].[C:8]([OH:12])([CH3:11])([CH3:10])[CH3:9].[CH3:13][C:14]1[CH:15]=[C:16]([C:31]2[S:35][C:34]([C:36]3([OH:42])[CH2:41][CH2:40][NH:39][CH2:38][CH2:37]3)=[N:33][CH:32]=2)[CH:17]=[C:18]([NH:20][C:21]2[N:26]=[C:25]([C:27]([F:30])([F:29])[F:28])[CH:24]=[CH:23][N:22]=2)[CH:19]=1.C(N(CC)CC)C. Product: [C:8]([O:12][C:6](=[O:7])[NH:5][S:2]([N:39]1[CH2:38][CH2:37][C:36]([OH:42])([C:34]2[S:35][C:31]([C:16]3[CH:17]=[C:18]([NH:20][C:21]4[N:26]=[C:25]([C:27]([F:30])([F:28])[F:29])[CH:24]=[CH:23][N:22]=4)[CH:19]=[C:14]([CH3:13])[CH:15]=3)=[CH:32][N:33]=2)[CH2:41][CH2:40]1)(=[O:4])=[O:3])([CH3:11])([CH3:10])[CH3:9]. The catalyst class is: 2. (4) Reactant: [NH2:1][C:2]1[CH:7]=[CH:6][C:5]([Cl:8])=[CH:4][C:3]=1[CH:9]([C:11]1[CH:16]=[CH:15][CH:14]=[C:13]([O:17][C:18]([F:21])([F:20])[F:19])[C:12]=1[O:22][CH3:23])[OH:10].[CH3:24][O:25][C:26]1[CH:33]=[C:32]([O:34][CH3:35])[CH:31]=[CH:30][C:27]=1[CH:28]=O.[BH4-].[Na+]. Product: [Cl:8][C:5]1[CH:6]=[CH:7][C:2]([NH:1][CH2:28][C:27]2[CH:30]=[CH:31][C:32]([O:34][CH3:35])=[CH:33][C:26]=2[O:25][CH3:24])=[C:3]([CH:9]([C:11]2[CH:16]=[CH:15][CH:14]=[C:13]([O:17][C:18]([F:19])([F:20])[F:21])[C:12]=2[O:22][CH3:23])[OH:10])[CH:4]=1. The catalyst class is: 15. (5) Reactant: [Br:1][CH2:2][C:3]([C:5]1[CH:9]=[CH:8][S:7][CH:6]=1)=[O:4].[O:10]=[C:11]([O:29][C@@H:30]1[CH:35]2[CH2:36][CH2:37][N:32]([CH2:33][CH2:34]2)[CH2:31]1)[CH:12]([NH:19][C:20]1[CH:24]=[CH:23][S:22][C:21]=1[C:25]([O:27][CH3:28])=[O:26])[C:13]1[CH:18]=[CH:17][CH:16]=[CH:15][CH:14]=1. Product: [Br-:1].[CH3:28][O:27][C:25]([C:21]1[S:22][CH:23]=[CH:24][C:20]=1[NH:19][CH:12]([C:13]1[CH:18]=[CH:17][CH:16]=[CH:15][CH:14]=1)[C:11]([O:29][C@@H:30]1[CH:35]2[CH2:34][CH2:33][N+:32]([CH2:2][C:3](=[O:4])[C:5]3[CH:9]=[CH:8][S:7][CH:6]=3)([CH2:37][CH2:36]2)[CH2:31]1)=[O:10])=[O:26]. The catalyst class is: 25. (6) Reactant: C(OC([N:8]1[CH2:12][CH2:11][CH2:10][C@H:9]1[CH2:13][O:14][C:15]1[CH:20]=[CH:19][C:18]([CH2:21][C:22]2[CH:27]=[CH:26][C:25]([N:28]3[CH2:33][CH2:32][O:31][CH2:30][CH2:29]3)=[CH:24][CH:23]=2)=[CH:17][CH:16]=1)=O)(C)(C)C.Cl.CCOCC. Product: [NH:8]1[CH2:12][CH2:11][CH2:10][C@H:9]1[CH2:13][O:14][C:15]1[CH:16]=[CH:17][C:18]([CH2:21][C:22]2[CH:27]=[CH:26][C:25]([N:28]3[CH2:33][CH2:32][O:31][CH2:30][CH2:29]3)=[CH:24][CH:23]=2)=[CH:19][CH:20]=1. The catalyst class is: 12. (7) Reactant: [CH:1]1([CH:7]=[CH:8][C:9]2[NH:13][C:12]3[CH:14]=[CH:15][C:16]([C:18]4[CH:23]=[CH:22][CH:21]=[CH:20][C:19]=4[O:24][C:25]([F:28])([F:27])[F:26])=[CH:17][C:11]=3[N:10]=2)[CH2:6][CH2:5][CH2:4][CH2:3][CH2:2]1.[ClH:29]. Product: [ClH:29].[CH:1]1([CH:7]=[CH:8][C:9]2[NH:13][C:12]3[CH:14]=[CH:15][C:16]([C:18]4[CH:23]=[CH:22][CH:21]=[CH:20][C:19]=4[O:24][C:25]([F:27])([F:28])[F:26])=[CH:17][C:11]=3[N:10]=2)[CH2:6][CH2:5][CH2:4][CH2:3][CH2:2]1. The catalyst class is: 27. (8) Reactant: FC(F)(F)C(O)=O.[CH2:8]1[NH:13][CH2:12][CH2:11][N:10]2[CH:14]=[C:15]([C:17]([O:19][CH2:20][CH3:21])=[O:18])[CH:16]=[C:9]12.Br[CH2:23][CH2:24][CH2:25][CH3:26].C(=O)([O-])[O-].[K+].[K+]. Product: [CH2:23]([N:13]1[CH2:12][CH2:11][N:10]2[CH:14]=[C:15]([C:17]([O:19][CH2:20][CH3:21])=[O:18])[CH:16]=[C:9]2[CH2:8]1)[CH2:24][CH2:25][CH3:26]. The catalyst class is: 10.